From a dataset of Full USPTO retrosynthesis dataset with 1.9M reactions from patents (1976-2016). Predict the reactants needed to synthesize the given product. (1) Given the product [O:10]1[CH:9]=[CH:8][CH:7]=[C:6]1[CH2:5][S:11][CH2:17][C:18]1[CH:23]=[C:22]([N:24]2[CH2:29][CH2:28][O:27][CH2:26][CH2:25]2)[N:21]=[C:20]([C:30]2[CH:31]=[C:32]3[C:36](=[CH:37][CH:38]=2)[NH:35][CH:34]=[CH:33]3)[N:19]=1, predict the reactants needed to synthesize it. The reactants are: [O-]CC.[Na+].[CH2:5]([SH:11])[C:6]1[O:10][CH:9]=[CH:8][CH:7]=1.CS(O[CH2:17][C:18]1[CH:23]=[C:22]([N:24]2[CH2:29][CH2:28][O:27][CH2:26][CH2:25]2)[N:21]=[C:20]([C:30]2[CH:31]=[C:32]3[C:36](=[CH:37][CH:38]=2)[NH:35][CH:34]=[CH:33]3)[N:19]=1)(=O)=O.CO. (2) Given the product [CH2:26]([N:30]1[C:13]2[CH2:12][CH2:11][N:10]([CH2:16][C:17]3[CH:18]=[CH:19][C:20]([F:23])=[CH:21][CH:22]=3)[C:9](=[O:24])[C:8]=2[C:7](=[O:25])[C:6]([O:5][CH2:1]/[CH:2]=[CH:3]/[CH3:4])=[CH:15]1)[CH2:27][CH:28]=[CH2:29], predict the reactants needed to synthesize it. The reactants are: [CH2:1]([O:5][C:6]1[C:7](=[O:25])[C:8]2[C:9](=[O:24])[N:10]([CH2:16][C:17]3[CH:22]=[CH:21][C:20]([F:23])=[CH:19][CH:18]=3)[CH2:11][CH2:12][C:13]=2O[CH:15]=1)/[CH:2]=[CH:3]/[CH3:4].[CH2:26]([NH2:30])[CH2:27][CH:28]=[CH2:29]. (3) Given the product [CH3:30][O:29][C:26]1[CH:27]=[CH:28][C:23]([CH2:22][NH:19][C:20]2[S:21][C:2]3[C:3](=[N:4][CH:5]=[C:6]([N+:8]([O-:10])=[O:9])[CH:7]=3)[C:11]=2[C:12]([O:14][CH2:15][CH3:16])=[O:13])=[CH:24][CH:25]=1, predict the reactants needed to synthesize it. The reactants are: Cl[C:2]1[C:3]([CH2:11][C:12]([O:14][CH2:15][CH3:16])=[O:13])=[N:4][CH:5]=[C:6]([N+:8]([O-:10])=[O:9])[CH:7]=1.[H-].[Na+].[N:19]([CH2:22][C:23]1[CH:28]=[CH:27][C:26]([O:29][CH3:30])=[CH:25][CH:24]=1)=[C:20]=[S:21].O. (4) Given the product [NH:9]1[C:13]2[CH:14]=[CH:15][CH:16]=[CH:17][C:12]=2[N:11]=[C:10]1[CH2:18][N:19]([CH:25]1[C:34]2[N:33]=[CH:32][CH:31]=[CH:30][C:29]=2[CH2:28][CH2:27][CH2:26]1)[CH2:20][CH2:21][CH2:22][CH2:23][NH:24][CH2:7][C:2]1[N:3]=[CH:4][CH:5]=[CH:6][N:1]=1, predict the reactants needed to synthesize it. The reactants are: [N:1]1[CH:6]=[CH:5][CH:4]=[N:3][C:2]=1[CH:7]=O.[NH:9]1[C:13]2[CH:14]=[CH:15][CH:16]=[CH:17][C:12]=2[N:11]=[C:10]1[CH2:18][N:19]([CH:25]1[C:34]2[N:33]=[CH:32][CH:31]=[CH:30][C:29]=2[CH2:28][CH2:27][CH2:26]1)[CH2:20][CH2:21][CH2:22][CH2:23][NH2:24].[BH-](OC(C)=O)(OC(C)=O)OC(C)=O.[Na+].[OH-].[Na+]. (5) Given the product [CH2:2]([O:4][C:5](=[O:27])[C@@H:6]([O:24][CH2:25][CH3:26])[CH2:7][C:8]1[CH:13]=[CH:12][C:11]([O:14][CH2:15][CH2:16][C:17]2[CH:18]=[CH:19][C:20]([NH:23][C:43]([O:42][CH2:35][C:36]3[CH:41]=[CH:40][CH:39]=[CH:38][CH:37]=3)=[O:44])=[CH:21][CH:22]=2)=[CH:10][CH:9]=1)[CH3:3], predict the reactants needed to synthesize it. The reactants are: Cl.[CH2:2]([O:4][C:5](=[O:27])[C@@H:6]([O:24][CH2:25][CH3:26])[CH2:7][C:8]1[CH:13]=[CH:12][C:11]([O:14][CH2:15][CH2:16][C:17]2[CH:22]=[CH:21][C:20]([NH2:23])=[CH:19][CH:18]=2)=[CH:10][CH:9]=1)[CH3:3].C(N(CC)CC)C.[CH2:35]([O:42][C:43](Cl)=[O:44])[C:36]1[CH:41]=[CH:40][CH:39]=[CH:38][CH:37]=1. (6) Given the product [CH2:1]([O:8][C:9]1[CH:10]=[C:11]([S:15]([NH:18][C:19]([C@@:21]2([NH:26][C:27]([C@H:29]3[CH2:33][CH2:32][N:31]([CH2:35][C:36]4[CH:45]=[CH:44][C:43]5[C:38](=[CH:39][CH:40]=[CH:41][CH:42]=5)[CH:37]=4)[CH2:30]3)=[O:28])[CH2:23][C@H:22]2[CH:24]=[CH2:25])=[O:20])(=[O:17])=[O:16])[CH:12]=[CH:13][CH:14]=1)[C:2]1[CH:3]=[CH:4][CH:5]=[CH:6][CH:7]=1, predict the reactants needed to synthesize it. The reactants are: [CH2:1]([O:8][C:9]1[CH:10]=[C:11]([S:15]([NH:18][C:19]([C@@:21]2([NH:26][C:27]([C@H:29]3[CH2:33][CH2:32][NH:31][CH2:30]3)=[O:28])[CH2:23][C@H:22]2[CH:24]=[CH2:25])=[O:20])(=[O:17])=[O:16])[CH:12]=[CH:13][CH:14]=1)[C:2]1[CH:7]=[CH:6][CH:5]=[CH:4][CH:3]=1.Br[CH2:35][C:36]1[CH:45]=[CH:44][C:43]2[C:38](=[CH:39][CH:40]=[CH:41][CH:42]=2)[CH:37]=1.C([O-])([O-])=O.[K+].[K+]. (7) Given the product [CH3:9][O:10][C:11]([C:12]1([C:13]2[CH:14]=[C:15]3[C:20](=[CH:21][CH:22]=2)[N:19]=[CH:18][CH:17]=[CH:16]3)[CH2:3][CH2:2]1)=[O:23], predict the reactants needed to synthesize it. The reactants are: [Li+].[CH3:2][CH:3]([N-]C(C)C)C.[CH3:9][O:10][C:11](=[O:23])[CH2:12][C:13]1[CH:14]=[C:15]2[C:20](=[CH:21][CH:22]=1)[N:19]=[CH:18][CH:17]=[CH:16]2.BrCCBr. (8) The reactants are: CC(CC)C(NC(=O)[O-])C=O.[Br:12][C:13]1[NH:17][C:16]([C@@H:18]2[CH2:22][C@H:21]([CH3:23])[CH2:20][N:19]2[C:24]([O:26]C(C)(C)C)=O)=[N:15][CH:14]=1.[CH3:31][O:32][C:33]([NH:35][C@@H:36]([C@@H:40]([CH3:43])[CH2:41][CH3:42])C(O)=O)=[O:34].CN(C(ON1N=NC2C=CC=NC1=2)=[N+](C)C)C.F[P-](F)(F)(F)(F)F.CCN(C(C)C)C(C)C.C([O-])(O)=O.[Na+]. Given the product [Br:12][C:13]1[NH:17][C:16]([C@@H:18]2[CH2:22][C@H:21]([CH3:23])[CH2:20][N:19]2[C:24](=[O:26])[C@@H:36]([NH:35][C:33](=[O:34])[O:32][CH3:31])[C@@H:40]([CH3:43])[CH2:41][CH3:42])=[N:15][CH:14]=1, predict the reactants needed to synthesize it. (9) Given the product [OH:16][N:17]=[C:18]1[C:26]2[C:21](=[CH:22][C:23]([NH:27][C:28]3[C:36]4[C:31](=[CH:32][N:33]=[CH:34][CH:35]=4)[O:30][C:29]=3[C:37]([NH:4][CH:2]([CH3:3])[CH3:1])=[O:39])=[CH:24][CH:25]=2)[CH2:20][CH2:19]1, predict the reactants needed to synthesize it. The reactants are: [CH3:1][CH:2]([NH2:4])[CH3:3].C[Al](C)C.[Si]([O:16][N:17]=[C:18]1[C:26]2[C:21](=[CH:22][C:23]([NH:27][C:28]3[C:36]4[C:31](=[CH:32][N:33]=[CH:34][CH:35]=4)[O:30][C:29]=3[C:37]([O:39]CC)=O)=[CH:24][CH:25]=2)[CH2:20][CH2:19]1)(C(C)(C)C)(C)C.C(=O)(O)[O-].[Na+].CCCC[N+](CCCC)(CCCC)CCCC.[F-].